Dataset: Peptide-MHC class I binding affinity with 185,985 pairs from IEDB/IMGT. Task: Regression. Given a peptide amino acid sequence and an MHC pseudo amino acid sequence, predict their binding affinity value. This is MHC class I binding data. (1) The peptide sequence is VMAASGAPF. The MHC is HLA-A01:01 with pseudo-sequence HLA-A01:01. The binding affinity (normalized) is 0.0847. (2) The peptide sequence is FGMFTTNIW. The MHC is HLA-B53:01 with pseudo-sequence HLA-B53:01. The binding affinity (normalized) is 0.721. (3) The peptide sequence is YFPDWQNYT. The MHC is HLA-A30:02 with pseudo-sequence HLA-A30:02. The binding affinity (normalized) is 0.